Dataset: Reaction yield outcomes from USPTO patents with 853,638 reactions. Task: Predict the reaction yield, written as a fraction of the theoretical maximum amount of product (1.0 means a 100% yield; for example, 0.34 means a 34% yield). (1) The reactants are [CH3:1][O:2][C:3]([C@@H:5]([N:13]1[CH2:21][C:17]2[CH:18]=[CH:19][S:20][C:16]=2[CH2:15][CH2:14]1)[C:6]1[CH:7]=[CH:8][CH:9]=[CH:10][C:11]=1[Cl:12])=[O:4].[OH:22][S:23]([OH:26])(=[O:25])=[O:24].C(=O)(O)[O-].[Na+]. The catalyst is C(O)(C)C. The product is [CH3:1][O:2][C:3]([C@@H:5]([N:13]1[CH2:21][C:17]2[CH:18]=[CH:19][S:20][C:16]=2[CH2:15][CH2:14]1)[C:6]1[C:11]([Cl:12])=[CH:10][CH:9]=[CH:8][CH:7]=1)=[O:4].[OH:25][S:23]([OH:26])(=[O:24])=[O:22]. The yield is 0.974. (2) The reactants are Cl[C:2]1[CH:27]=[CH:26][C:5]([C:6]([NH:8][C:9]2[S:10][C:11]3[C:17]([C:18]4[CH:23]=[CH:22][CH:21]=[CH:20][CH:19]=4)=[CH:16][CH:15]=[C:14]([O:24][CH3:25])[C:12]=3[N:13]=2)=[O:7])=[CH:4][N:3]=1.[NH:28]1[CH2:32][CH2:31][CH2:30][CH2:29]1. The catalyst is O1CCOCC1. The product is [CH3:25][O:24][C:14]1[C:12]2[N:13]=[C:9]([NH:8][C:6](=[O:7])[C:5]3[CH:26]=[CH:27][C:2]([N:28]4[CH2:32][CH2:31][CH2:30][CH2:29]4)=[N:3][CH:4]=3)[S:10][C:11]=2[C:17]([C:18]2[CH:23]=[CH:22][CH:21]=[CH:20][CH:19]=2)=[CH:16][CH:15]=1. The yield is 0.710.